Dataset: Forward reaction prediction with 1.9M reactions from USPTO patents (1976-2016). Task: Predict the product of the given reaction. (1) Given the reactants [CH2:1]([NH:9][C:10]1[C:11]2[CH:18]=[C:17]([CH2:19]O)[S:16][C:12]=2[N:13]=[CH:14][N:15]=1)[CH2:2][C:3]1[CH:8]=[CH:7][CH:6]=[CH:5][CH:4]=1.C1(P(C2C=CC=CC=2)C2C=CC=CC=2)C=CC=CC=1.[Br:40]N1C(=O)CCC1=O, predict the reaction product. The product is: [Br:40][CH2:19][C:17]1[S:16][C:12]2[N:13]=[CH:14][N:15]=[C:10]([NH:9][CH2:1][CH2:2][C:3]3[CH:8]=[CH:7][CH:6]=[CH:5][CH:4]=3)[C:11]=2[CH:18]=1. (2) Given the reactants BrBr.[CH2:3]([O:5][C:6]([CH:8]1[CH2:19][N:18]([CH2:20][C:21]2[CH:26]=[CH:25][CH:24]=[CH:23][CH:22]=2)[C:11]2[N:12]=[C:13]([S:16][CH3:17])[N:14]=[CH:15][C:10]=2[C:9]1=[O:27])=[O:7])[CH3:4].C(N(CC)CC)C.O, predict the reaction product. The product is: [CH2:3]([O:5][C:6]([C:8]1[C:9](=[O:27])[C:10]2[CH:15]=[N:14][C:13]([S:16][CH3:17])=[N:12][C:11]=2[N:18]([CH2:20][C:21]2[CH:26]=[CH:25][CH:24]=[CH:23][CH:22]=2)[CH:19]=1)=[O:7])[CH3:4]. (3) Given the reactants [CH3:1][C:2]1[C:7]([C:8]#[N:9])=[CH:6][CH:5]=[C:4]([NH2:10])[N:3]=1.C(N(CC)CC)C.[C:18](O[C:18]([O:20][C:21]([CH3:24])([CH3:23])[CH3:22])=[O:19])([O:20][C:21]([CH3:24])([CH3:23])[CH3:22])=[O:19], predict the reaction product. The product is: [CH3:1][C:2]1[C:7]([C:8]#[N:9])=[CH:6][CH:5]=[C:4]([NH:10][C:18]([O:20][C:21]([CH3:24])([CH3:23])[CH3:22])=[O:19])[N:3]=1. (4) Given the reactants C(OC([N:8]1[CH2:13][CH2:12][N:11]([C:14]([O:16][C:17]([CH3:20])([CH3:19])[CH3:18])=[O:15])[CH2:10][CH:9]1[C:21]([OH:23])=O)=O)(C)(C)C.C[N:25](C=O)C.S(Cl)(Cl)=O, predict the reaction product. The product is: [C:21]([CH:9]1[NH:8][CH2:13][CH2:12][N:11]([C:14]([O:16][C:17]([CH3:18])([CH3:19])[CH3:20])=[O:15])[CH2:10]1)(=[O:23])[NH2:25]. (5) Given the reactants [Cl-].[CH2:2]([N+:6]1[CH:10]=[CH:9][N:8]([CH3:11])[CH:7]=1)[CH2:3][CH2:4][CH3:5].[S:12]([O:18]CC)([O:15][CH2:16][CH3:17])(=[O:14])=[O:13], predict the reaction product. The product is: [CH2:16]([O:15][S:12]([O-:18])(=[O:14])=[O:13])[CH3:17].[CH2:2]([N+:6]1[CH:10]=[CH:9][N:8]([CH3:11])[CH:7]=1)[CH2:3][CH2:4][CH3:5]. (6) Given the reactants N(C(C)C)C(C)C.C([Li])CCC.[N:13]1([C:24]([O:26][C:27]([CH3:30])([CH3:29])[CH3:28])=[O:25])[CH2:18][CH2:17][CH:16]([C:19]([O:21][CH2:22][CH3:23])=[O:20])[CH2:15][CH2:14]1.Cl[C:32]([O:34][CH2:35][CH3:36])=[O:33], predict the reaction product. The product is: [N:13]1([C:24]([O:26][C:27]([CH3:29])([CH3:28])[CH3:30])=[O:25])[CH2:14][CH2:15][C:16]([C:32]([O:34][CH2:35][CH3:36])=[O:33])([C:19]([O:21][CH2:22][CH3:23])=[O:20])[CH2:17][CH2:18]1.